From a dataset of Full USPTO retrosynthesis dataset with 1.9M reactions from patents (1976-2016). Predict the reactants needed to synthesize the given product. (1) Given the product [Cl:46][C:36]([C@:20]12[CH2:32][CH2:31][C@@H:30]([C:33]([CH3:35])=[CH2:34])[C@@H:21]1[C@@H:22]1[C@@:17]([CH3:39])([CH2:18][CH2:19]2)[C@@:16]2([CH3:40])[C@@H:25]([C@:26]3([CH3:29])[C@@H:13]([CH2:14][CH2:15]2)[C:12]([CH3:41])([CH3:42])[C:11]([C:8]2[CH:9]=[CH:10][C:5]([C:3]([O:2][CH3:1])=[O:4])=[CH:6][CH:7]=2)=[CH:28][CH2:27]3)[CH2:24][CH2:23]1)=[O:38], predict the reactants needed to synthesize it. The reactants are: [CH3:1][O:2][C:3]([C:5]1[CH:10]=[CH:9][C:8]([C:11]2[C:12]([CH3:42])([CH3:41])[C@H:13]3[C@:26]([CH3:29])([CH2:27][CH:28]=2)[C@@H:25]2[C@:16]([CH3:40])([C@@:17]4([CH3:39])[CH:22]([CH2:23][CH2:24]2)[C@H:21]2[C@H:30]([C:33]([CH3:35])=[CH2:34])[CH2:31][CH2:32][C@:20]2([C:36]([OH:38])=O)[CH2:19][CH2:18]4)[CH2:15][CH2:14]3)=[CH:7][CH:6]=1)=[O:4].C(Cl)(=O)C([Cl:46])=O. (2) Given the product [CH3:54][O:55][C:56](=[O:57])[NH:58][C@@H:59]([CH:63]([CH3:64])[CH3:65])[C:60]([N:7]1[CH2:8][C@@H:4]([CH2:3][O:2][CH3:1])[CH2:5][C@H:6]1[C:9]1[NH:10][C:11]([C:14]2[CH:19]=[C:18]3[CH2:20][O:21][C:22]4[CH:53]=[C:52]5[C:25]([CH:26]=[CH:27][C:28]6[N:32]=[C:31]([C@@H:33]7[CH2:37][CH2:36][CH2:35][N:34]7[C:38](=[O:51])[C@H:39]([NH:46][C:47]([O:48][CH3:49])=[O:50])[C:40]7[CH:41]=[CH:42][CH:43]=[CH:44][CH:45]=7)[NH:30][C:29]=65)=[CH:24][C:23]=4[C:17]3=[CH:16][CH:15]=2)=[CH:12][N:13]=1)=[O:61], predict the reactants needed to synthesize it. The reactants are: [CH3:1][O:2][CH2:3][C@@H:4]1[CH2:8][NH:7][C@H:6]([C:9]2[NH:10][C:11]([C:14]3[CH:19]=[C:18]4[CH2:20][O:21][C:22]5[CH:53]=[C:52]6[C:25]([CH:26]=[CH:27][C:28]7[N:32]=[C:31]([C@@H:33]8[CH2:37][CH2:36][CH2:35][N:34]8[C:38](=[O:51])[C@H:39]([NH:46][C:47](=[O:50])[O:48][CH3:49])[C:40]8[CH:45]=[CH:44][CH:43]=[CH:42][CH:41]=8)[NH:30][C:29]=76)=[CH:24][C:23]=5[C:17]4=[CH:16][CH:15]=3)=[CH:12][N:13]=2)[CH2:5]1.[CH3:54][O:55][C:56]([NH:58][C@@H:59]([CH:63]([CH3:65])[CH3:64])[C:60](O)=[O:61])=[O:57].CN(C(ON1N=NC2C=CC=NC1=2)=[N+](C)C)C.F[P-](F)(F)(F)(F)F.CCN(C(C)C)C(C)C. (3) Given the product [C:19]([CH2:22][CH2:23][CH2:24][CH2:25][CH2:26][N+:27]1[CH:32]=[C:31]([S:33]([O-:36])(=[O:35])=[O:34])[CH:30]=[CH:29][C:28]=1/[CH:37]=[CH:15]/[C:9]1[C:10](=[O:14])[O:11][C:12]2[C:7]([CH:8]=1)=[CH:6][CH:5]=[C:4]([N:3]([CH2:17][CH3:18])[CH2:1][CH3:2])[CH:13]=2)([OH:21])=[O:20].[CH3:38][N+:39]([CH2:42][C:43]([OH:45])=[O:44])([CH3:41])[CH3:40], predict the reactants needed to synthesize it. The reactants are: [CH2:1]([N:3]([CH2:17][CH3:18])[C:4]1[CH:13]=[C:12]2[C:7]([CH:8]=[C:9]([CH:15]=O)[C:10](=[O:14])[O:11]2)=[CH:6][CH:5]=1)[CH3:2].[C:19]([CH2:22][CH2:23][CH2:24][CH2:25][CH2:26][N+:27]1[CH:32]=[C:31]([S:33]([O-:36])(=[O:35])=[O:34])[CH:30]=[CH:29][C:28]=1[CH3:37])([OH:21])=[O:20].[CH3:38][N+:39]([CH2:42][C:43]([OH:45])=[O:44])([CH3:41])[CH3:40].